This data is from Reaction yield outcomes from USPTO patents with 853,638 reactions. The task is: Predict the reaction yield, written as a fraction of the theoretical maximum amount of product (1.0 means a 100% yield; for example, 0.34 means a 34% yield). (1) The reactants are C([Li])CCC.Br[C:7]1[C:16]2[C:11](=[CH:12][CH:13]=[C:14]([O:17][CH3:18])[CH:15]=2)[N:10]=[CH:9][C:8]=1[Cl:19].CN(C)[CH:22]=[O:23].C(OCC)(=O)C. The catalyst is O1CCCC1. The product is [Cl:19][C:8]1[CH:9]=[N:10][C:11]2[C:16]([C:7]=1[CH:22]=[O:23])=[CH:15][C:14]([O:17][CH3:18])=[CH:13][CH:12]=2. The yield is 0.480. (2) The reactants are [OH:1][C:2]1[CH:3]=[C:4]([CH:7]=[CH:8][C:9]=1[OH:10])[CH:5]=[O:6].C(=O)([O-])[O-].[Na+].[Na+].[CH3:17][O:18][CH2:19][CH2:20]Br.Cl. The catalyst is CN(C)C=O.O.C(OCC)(=O)C. The product is [OH:1][C:2]1[CH:3]=[C:4]([CH:7]=[CH:8][C:9]=1[O:10][CH2:20][CH2:19][O:18][CH3:17])[CH:5]=[O:6]. The yield is 0.230.